From a dataset of TCR-epitope binding with 47,182 pairs between 192 epitopes and 23,139 TCRs. Binary Classification. Given a T-cell receptor sequence (or CDR3 region) and an epitope sequence, predict whether binding occurs between them. (1) The epitope is IVDTVSALV. The TCR CDR3 sequence is CASSAVREDYGYTF. Result: 1 (the TCR binds to the epitope). (2) The epitope is YVFCTVNAL. The TCR CDR3 sequence is CASSRDSSFNQPQHF. Result: 0 (the TCR does not bind to the epitope). (3) The epitope is RPHERNGFTVL. The TCR CDR3 sequence is CASSLGLGYTEAFF. Result: 0 (the TCR does not bind to the epitope). (4) The epitope is ILHCANFNV. The TCR CDR3 sequence is CASSSSGSPYEQYF. Result: 1 (the TCR binds to the epitope). (5) The epitope is FSKQLQQSM. The TCR CDR3 sequence is CASSVDWGSGDEQYF. Result: 0 (the TCR does not bind to the epitope). (6) The epitope is CINGVCWTV. The TCR CDR3 sequence is CASSLSGTGELFF. Result: 1 (the TCR binds to the epitope).